This data is from Full USPTO retrosynthesis dataset with 1.9M reactions from patents (1976-2016). The task is: Predict the reactants needed to synthesize the given product. (1) Given the product [NH:1]1[C:2]2[C:3](=[CH:4][C:5]([C:8]3([C:11]([O:13][CH3:20])=[O:12])[CH2:10][CH2:9]3)=[CH:6][CH:7]=2)[CH:14]=[CH:15]1, predict the reactants needed to synthesize it. The reactants are: [NH2:1][C:2]1[CH:7]=[CH:6][C:5]([C:8]2([C:11]([O-:13])=[O:12])[CH2:10][CH2:9]2)=[CH:4][C:3]=1[C:14]#[C:15][Si](C)(C)C.[CH3:20]N(C=O)C. (2) Given the product [F:1][C:2]1[CH:3]=[C:4]([C:8]#[C:9][C:10]2[CH:19]=[CH:18][C:13]([C:14]([NH:21][NH2:22])=[O:15])=[CH:12][CH:11]=2)[CH:5]=[CH:6][CH:7]=1, predict the reactants needed to synthesize it. The reactants are: [F:1][C:2]1[CH:3]=[C:4]([C:8]#[C:9][C:10]2[CH:19]=[CH:18][C:13]([C:14](OC)=[O:15])=[CH:12][CH:11]=2)[CH:5]=[CH:6][CH:7]=1.O.[NH2:21][NH2:22]. (3) The reactants are: Cl[CH2:2][C:3]1[CH:4]=[C:5]([CH:32]=[CH:33][CH:34]=1)[C:6]([NH:8][C:9]1[S:10][C:11]2[CH2:31][CH2:30][CH2:29][CH2:28][C:12]=2[C:13]=1[C:14]([NH:16][C:17]1[CH:22]=[CH:21][C:20]([N:23]([CH2:26][CH3:27])[CH2:24][CH3:25])=[CH:19][CH:18]=1)=[O:15])=[O:7].[CH:35]1([NH:38][CH:39]2[CH2:44][CH2:43][N:42]([C:45](=[O:47])[CH3:46])[CH2:41][CH2:40]2)[CH2:37][CH2:36]1. Given the product [C:45]([N:42]1[CH2:41][CH2:40][CH:39]([N:38]([CH2:2][C:3]2[CH:4]=[C:5]([CH:32]=[CH:33][CH:34]=2)[C:6]([NH:8][C:9]2[S:10][C:11]3[CH2:31][CH2:30][CH2:29][CH2:28][C:12]=3[C:13]=2[C:14]([NH:16][C:17]2[CH:22]=[CH:21][C:20]([N:23]([CH2:26][CH3:27])[CH2:24][CH3:25])=[CH:19][CH:18]=2)=[O:15])=[O:7])[CH:35]2[CH2:37][CH2:36]2)[CH2:44][CH2:43]1)(=[O:47])[CH3:46], predict the reactants needed to synthesize it. (4) Given the product [CH:22]1([CH2:21][O:20][C:17]2[CH:18]=[CH:19][C:14]([C:12]3[O:13][C:9]4[CH2:8][CH:7]([O:6][CH2:5][CH:4]([NH:1][C:31](=[O:32])[CH3:30])[CH3:28])[CH2:27][CH2:26][C:10]=4[N:11]=3)=[CH:15][C:16]=2[F:25])[CH2:24][CH2:23]1, predict the reactants needed to synthesize it. The reactants are: [N:1]([CH:4]([CH3:28])[CH2:5][O:6][CH:7]1[CH2:27][CH2:26][C:10]2[N:11]=[C:12]([C:14]3[CH:19]=[CH:18][C:17]([O:20][CH2:21][CH:22]4[CH2:24][CH2:23]4)=[C:16]([F:25])[CH:15]=3)[O:13][C:9]=2[CH2:8]1)=[N+]=[N-].C1C[O:32][CH2:31][CH2:30]1. (5) The reactants are: [CH2:1]1[O:10][C:4]2([CH2:9][CH2:8][NH:7][CH2:6][CH2:5]2)[O:3][CH2:2]1.C(=O)([O-])[O-].[K+].[K+].[C:17]1([CH:23]([C:27]2[CH:32]=[CH:31][CH:30]=[CH:29][CH:28]=2)[CH2:24][CH2:25]Br)[CH:22]=[CH:21][CH:20]=[CH:19][CH:18]=1.O. Given the product [CH2:1]1[O:10][C:4]2([CH2:9][CH2:8][N:7]([CH2:25][CH2:24][CH:23]([C:17]3[CH:22]=[CH:21][CH:20]=[CH:19][CH:18]=3)[C:27]3[CH:32]=[CH:31][CH:30]=[CH:29][CH:28]=3)[CH2:6][CH2:5]2)[O:3][CH2:2]1, predict the reactants needed to synthesize it. (6) Given the product [F:13][C:14]1[CH:15]=[C:16]([CH2:21][CH2:22][CH2:23][NH:11][CH3:10])[CH:17]=[CH:18][C:19]=1[F:20], predict the reactants needed to synthesize it. The reactants are: ClC1C=CC(CC[CH2:10][NH:11]C)=CC=1.[F:13][C:14]1[CH:15]=[C:16]([CH2:21][CH2:22][C:23](O)=O)[CH:17]=[CH:18][C:19]=1[F:20]. (7) Given the product [Br:1][C:2]1[CH:3]=[CH:4][C:5]2[O:8][C:9]([CH3:10])=[CH:13][C:6]=2[CH:7]=1, predict the reactants needed to synthesize it. The reactants are: [Br:1][C:2]1[CH:7]=[CH:6][C:5]([O:8][CH:9]([CH3:13])[C:10](O)=O)=[C:4](C=O)[CH:3]=1.C([O-])(=O)C.[Na+].[OH-].[Na+].